From a dataset of Reaction yield outcomes from USPTO patents with 853,638 reactions. Predict the reaction yield, written as a fraction of the theoretical maximum amount of product (1.0 means a 100% yield; for example, 0.34 means a 34% yield). (1) The reactants are [CH3:1][O:2][C:3]1[CH:12]=[CH:11][C:10]2[C:5](=[CH:6][CH:7]=[CH:8][CH:9]=2)[C:4]=1[C:13]([O:15][CH3:16])=[O:14].C(O)(C)(C)C.N.[K].[CH2:24](I)[CH2:25][C:26]([CH3:29])([CH3:28])[CH3:27]. The catalyst is O1CCCC1. The product is [CH3:27][C:26]([CH3:29])([CH3:28])[CH2:25][CH2:24][C:4]1([C:13]([O:15][CH3:16])=[O:14])[C:5]2[C:10](=[CH:9][CH:8]=[CH:7][CH:6]=2)[CH2:11][CH:12]=[C:3]1[O:2][CH3:1]. The yield is 0.230. (2) The reactants are [F:1][C:2]1[CH:7]=[CH:6][C:5]([CH2:8][CH2:9][CH2:10][CH2:11][C:12]2[S:13][C:14]3[N:15]=[C:16]([NH2:27])[N:17]=[C:18]([N:21]4[CH2:26][CH2:25][NH:24][CH2:23][CH2:22]4)[C:19]=3[N:20]=2)=[CH:4][CH:3]=1.[Cl:28][C:29]1[CH:39]=[CH:38][C:32]([O:33][CH2:34][C:35](O)=[O:36])=[CH:31][CH:30]=1. No catalyst specified. The product is [NH2:27][C:16]1[N:17]=[C:18]([N:21]2[CH2:22][CH2:23][N:24]([C:35](=[O:36])[CH2:34][O:33][C:32]3[CH:38]=[CH:39][C:29]([Cl:28])=[CH:30][CH:31]=3)[CH2:25][CH2:26]2)[C:19]2[N:20]=[C:12]([CH2:11][CH2:10][CH2:9][CH2:8][C:5]3[CH:6]=[CH:7][C:2]([F:1])=[CH:3][CH:4]=3)[S:13][C:14]=2[N:15]=1. The yield is 0.230. (3) The product is [CH3:24][C:21]1[CH:20]=[C:19]([NH:18][C:10]2[C:9]([F:25])=[C:8]([N:6]3[CH2:7][C:4]([CH:1]4[CH2:3][CH2:2]4)([F:26])[CH2:5]3)[N:13]=[C:12]([S:14][C:17]3[CH:35]=[CH:34][C:33]([NH:32][C:30](=[O:31])[CH2:29][C:28]([F:41])([F:27])[F:40])=[CH:38][CH:37]=3)[N:11]=2)[NH:23][N:22]=1. The reactants are [CH:1]1([C:4]2([F:26])[CH2:7][N:6]([C:8]3[N:13]=[C:12]([S:14]([CH3:17])(=O)=O)[N:11]=[C:10]([NH:18][C:19]4[NH:23][N:22]=[C:21]([CH3:24])[CH:20]=4)[C:9]=3[F:25])[CH2:5]2)[CH2:3][CH2:2]1.[F:27][C:28]([F:41])([F:40])[CH2:29][C:30]([NH:32][C:33]1[CH:38]=[CH:37]C(S)=[CH:35][CH:34]=1)=[O:31]. The catalyst is CN(C=O)C.C(OC(=O)C)C.C([O-])(O)=O.[Na+]. The yield is 0.370. (4) The reactants are [F:1][C:2]1[CH:3]=[C:4]([CH:18]=[CH:19][CH:20]=1)[CH2:5][O:6][C:7]1[CH:12]=[CH:11][C:10]([C:13]#[C:14][C:15](O)=[O:16])=[CH:9][CH:8]=1.O[N:22]1C2C=CC=CC=2N=N1.Cl.CN(C)CCCN=C=NCC.N. The catalyst is C1COCC1.O. The product is [F:1][C:2]1[CH:3]=[C:4]([CH:18]=[CH:19][CH:20]=1)[CH2:5][O:6][C:7]1[CH:12]=[CH:11][C:10]([C:13]#[C:14][C:15]([NH2:22])=[O:16])=[CH:9][CH:8]=1. The yield is 0.590. (5) The reactants are [F:1][C:2]1[CH:7]=[C:6]([C:8]([F:11])([F:10])[F:9])[CH:5]=[C:4]([C@:12]([C:22]2[CH:27]=[CH:26][C:25]([F:28])=[CH:24][CH:23]=2)([N+:20]#[C-:21])[CH2:13][C:14]2[CH:19]=[CH:18][CH:17]=[CH:16][CH:15]=2)[CH:3]=1.[F:29][C:30]([F:35])([F:34])[CH2:31][CH:32]=[O:33].[C:36]([OH:39])(=[O:38])C.C[O-].[Na+]. The catalyst is C1COCC1.CO.[Cl-].[Zn+2].[Cl-]. The product is [F:29][C:30]([F:35])([F:34])[CH2:31][C@H:32]([OH:33])[C:21]([NH:20][C@:12]([C:4]1[CH:5]=[C:6]([C:8]([F:10])([F:11])[F:9])[CH:7]=[C:2]([F:1])[CH:3]=1)([C:22]1[CH:27]=[CH:26][C:25]([F:28])=[CH:24][CH:23]=1)[CH2:13][C:14]1[CH:15]=[CH:16][CH:17]=[CH:18][CH:19]=1)=[O:38].[F:29][C:30]([F:35])([F:34])[CH2:31][C@@H:32]([OH:33])[C:36]([NH:20][C@:12]([C:4]1[CH:5]=[C:6]([C:8]([F:11])([F:9])[F:10])[CH:7]=[C:2]([F:1])[CH:3]=1)([C:22]1[CH:23]=[CH:24][C:25]([F:28])=[CH:26][CH:27]=1)[CH2:13][C:14]1[CH:19]=[CH:18][CH:17]=[CH:16][CH:15]=1)=[O:39]. The yield is 0.220. (6) The reactants are O.O.[Sn](Cl)Cl.[Br:6][C:7]1[C:15]2[C:10](=[CH:11][CH:12]=[C:13]([N+:16]([O-])=O)[CH:14]=2)[NH:9][N:8]=1.S([O-])(O)=O.[Na+]. The catalyst is CN(C)C=O. The product is [Br:6][C:7]1[C:15]2[C:10](=[CH:11][CH:12]=[C:13]([NH2:16])[CH:14]=2)[NH:9][N:8]=1. The yield is 0.690.